Dataset: Full USPTO retrosynthesis dataset with 1.9M reactions from patents (1976-2016). Task: Predict the reactants needed to synthesize the given product. (1) Given the product [CH2:7]([NH:9][C:10]([N:23]1[C:19]([C:16]2[CH:17]=[CH:18][C:13]([Cl:12])=[CH:14][CH:15]=2)=[CH:20][C:21]([O:24][C:25]2[C:30]([Cl:31])=[CH:29][C:28]([C:32]([F:35])([F:34])[F:33])=[CH:27][C:26]=2[Cl:36])=[N:22]1)=[O:11])[CH3:8], predict the reactants needed to synthesize it. The reactants are: C(=O)([O-])[O-].[K+].[K+].[CH2:7]([N:9]=[C:10]=[O:11])[CH3:8].[Cl:12][C:13]1[CH:18]=[CH:17][C:16]([C:19]2[NH:23][N:22]=[C:21]([O:24][C:25]3[C:30]([Cl:31])=[CH:29][C:28]([C:32]([F:35])([F:34])[F:33])=[CH:27][C:26]=3[Cl:36])[CH:20]=2)=[CH:15][CH:14]=1.Cl. (2) Given the product [CH2:17]([N:7]1[C:8]2[C:13](=[CH:12][CH:11]=[C:10]([OH:15])[CH:9]=2)[CH:14]=[C:5]([CH2:4][C:3]([OH:20])=[O:2])[C:6]1=[O:19])[CH3:18], predict the reactants needed to synthesize it. The reactants are: C[O:2][C:3](=[O:20])[CH2:4][C:5]1[C:6](=[O:19])[N:7]([CH2:17][CH3:18])[C:8]2[C:13]([CH:14]=1)=[CH:12][CH:11]=[C:10]([O:15]C)[CH:9]=2. (3) Given the product [CH:1]1([C:4]2[O:5][C:6]3[C:7](=[C:9]([C:23]#[N:24])[C:10]([CH3:22])=[C:11]([C:14]4[CH:19]=[C:18]([F:20])[CH:17]=[C:16]([F:21])[CH:15]=4)[C:12]=3[N:36]3[CH2:37][CH2:38][C@H:34]([N:33]([CH3:39])[CH3:32])[CH2:35]3)[N:8]=2)[CH2:2][CH2:3]1, predict the reactants needed to synthesize it. The reactants are: [CH:1]1([C:4]2[O:5][C:6]3[C:7](=[C:9]([C:23]#[N:24])[C:10]([CH3:22])=[C:11]([C:14]4[CH:19]=[C:18]([F:20])[CH:17]=[C:16]([F:21])[CH:15]=4)[C:12]=3F)[N:8]=2)[CH2:3][CH2:2]1.C(N(CC)CC)C.[CH3:32][N:33]([CH3:39])[C@H:34]1[CH2:38][CH2:37][NH:36][CH2:35]1.C(=O)([O-])O.[Na+]. (4) Given the product [CH:1]1([CH2:7][C@@H:8]([NH:26][C:39]([CH:33]2[CH2:38][CH2:37][CH2:36][CH2:35][CH2:34]2)=[O:40])[CH2:9][N:10]2[CH2:11][CH2:12][N:13]([C:16]3[C:25]4[C:20](=[CH:21][CH:22]=[CH:23][CH:24]=4)[CH:19]=[CH:18][N:17]=3)[CH2:14][CH2:15]2)[CH2:6][CH2:5][CH2:4][CH2:3][CH2:2]1, predict the reactants needed to synthesize it. The reactants are: [CH:1]1([CH2:7][C@@H:8]([NH2:26])[CH2:9][N:10]2[CH2:15][CH2:14][N:13]([C:16]3[C:25]4[C:20](=[CH:21][CH:22]=[CH:23][CH:24]=4)[CH:19]=[CH:18][N:17]=3)[CH2:12][CH2:11]2)[CH2:6][CH2:5][CH2:4][CH2:3][CH2:2]1.C(=O)([O-])[O-].[K+].[K+].[CH:33]1([C:39](Cl)=[O:40])[CH2:38][CH2:37][CH2:36][CH2:35][CH2:34]1. (5) Given the product [NH2:14][C:11]1[CH:12]=[CH:13][C:8]([CH:6]2[CH2:5][C:4]([CH3:17])([CH3:18])[O:3][C:2]([CH3:1])([C:19]([O:21][CH2:22][CH2:23][CH2:24][CH3:25])=[O:20])[CH2:7]2)=[N:9][CH:10]=1, predict the reactants needed to synthesize it. The reactants are: [CH3:1][C:2]1([C:19]([O:21][CH2:22][CH2:23][CH2:24][CH3:25])=[O:20])[CH:7]=[C:6]([C:8]2[CH:13]=[CH:12][C:11]([N+:14]([O-])=O)=[CH:10][N:9]=2)[CH2:5][C:4]([CH3:18])([CH3:17])[O:3]1.C(OCC)(=O)C.C1COCC1.